Dataset: Full USPTO retrosynthesis dataset with 1.9M reactions from patents (1976-2016). Task: Predict the reactants needed to synthesize the given product. (1) Given the product [Cl:13][C:10]1[CH:11]=[CH:12][C:7]([C:6]2[N:5]([CH3:14])[CH:4]=[N:3][C:2]=2[C:15]#[N:16])=[CH:8][CH:9]=1, predict the reactants needed to synthesize it. The reactants are: Br[C:2]1[N:3]=[CH:4][N:5]([CH3:14])[C:6]=1[C:7]1[CH:12]=[CH:11][C:10]([Cl:13])=[CH:9][CH:8]=1.[C:15]([Cu])#[N:16]. (2) Given the product [C:20]1([C:29]2[CH:34]=[CH:33][CH:32]=[CH:31][CH:30]=2)[C:21]([C:26]([N:3]2[CH2:4][C@H:5]3[C@H:1]([CH2:6]3)[C@H:2]2[CH2:7][NH:8][C:9]([C:11]2[CH:12]=[CH:13][CH:14]=[C:15]3[O:19][CH:18]=[CH:17][C:16]=23)=[O:10])=[O:27])=[CH:22][CH:23]=[CH:24][CH:25]=1, predict the reactants needed to synthesize it. The reactants are: [C@H:1]12[CH2:6][C@H:5]1[CH2:4][NH:3][C@@H:2]2[CH2:7][NH:8][C:9]([C:11]1[CH:12]=[CH:13][CH:14]=[C:15]2[O:19][CH:18]=[CH:17][C:16]=12)=[O:10].[C:20]1([C:29]2[CH:34]=[CH:33][CH:32]=[CH:31][CH:30]=2)[C:21]([C:26](O)=[O:27])=[CH:22][CH:23]=[CH:24][CH:25]=1.